This data is from Catalyst prediction with 721,799 reactions and 888 catalyst types from USPTO. The task is: Predict which catalyst facilitates the given reaction. Reactant: [CH:1](=[C:8]1[NH:12][C:11](=[O:13])[C:10]([N:14]=[O:15])=[C:9]1OC)[C:2]1[CH:7]=[CH:6][CH:5]=[CH:4][CH:3]=1.[CH3:18][NH2:19]. Product: [CH:1](=[C:8]1[NH:12][C:11](=[O:13])[C:10]([N:14]=[O:15])=[C:9]1[NH:19][CH3:18])[C:2]1[CH:7]=[CH:6][CH:5]=[CH:4][CH:3]=1. The catalyst class is: 5.